This data is from Reaction yield outcomes from USPTO patents with 853,638 reactions. The task is: Predict the reaction yield, written as a fraction of the theoretical maximum amount of product (1.0 means a 100% yield; for example, 0.34 means a 34% yield). (1) The reactants are Br[CH2:2][C:3]([OH:5])=O.CCN=C=NCCCN(C)C.[ClH:17].[NH2:18][C:19]1[CH:20]=[C:21]([C:26]2[N:27]([CH2:39][CH3:40])[C:28]3[C:33]([C:34]=2[C:35]#[N:36])=[CH:32][CH:31]=[C:30]([O:37][CH3:38])[CH:29]=3)[CH:22]=[CH:23][C:24]=1[OH:25]. The catalyst is C(#N)C. The product is [Cl:17][CH2:2][C:3]([NH:18][C:19]1[CH:20]=[C:21]([C:26]2[N:27]([CH2:39][CH3:40])[C:28]3[C:33]([C:34]=2[C:35]#[N:36])=[CH:32][CH:31]=[C:30]([O:37][CH3:38])[CH:29]=3)[CH:22]=[CH:23][C:24]=1[OH:25])=[O:5]. The yield is 0.600. (2) The reactants are [CH2:1]([N:8]1[CH2:13][CH2:12][C:11]2([C:21]3[C:16](=[CH:17][CH:18]=[CH:19][C:20]=3[C@H:22]3[CH2:26][CH2:25][CH2:24][N:23]3[C:27]([O:29][C:30]([CH3:33])([CH3:32])[CH3:31])=[O:28])[NH:15][CH2:14]2)[CH2:10][CH2:9]1)[C:2]1[CH:7]=[CH:6][CH:5]=[CH:4][CH:3]=1.Cl[C:35]1[C:36]2[C@H:43]([CH3:44])[CH2:42][CH2:41][C:37]=2[N:38]=[CH:39][N:40]=1.C([O-])([O-])=O.[Cs+].[Cs+].CC1(C)C2C(=C(P(C3C=CC=CC=3)C3C=CC=CC=3)C=CC=2)OC2C(P(C3C=CC=CC=3)C3C=CC=CC=3)=CC=CC1=2. The catalyst is C1(C)C=CC=CC=1.CC([O-])=O.CC([O-])=O.[Pd+2]. The product is [CH2:1]([N:8]1[CH2:13][CH2:12][C:11]2([C:21]3[C:16](=[CH:17][CH:18]=[CH:19][C:20]=3[C@H:22]3[CH2:26][CH2:25][CH2:24][N:23]3[C:27]([O:29][C:30]([CH3:33])([CH3:32])[CH3:31])=[O:28])[N:15]([C:35]3[C:36]4[C@H:43]([CH3:44])[CH2:42][CH2:41][C:37]=4[N:38]=[CH:39][N:40]=3)[CH2:14]2)[CH2:10][CH2:9]1)[C:2]1[CH:3]=[CH:4][CH:5]=[CH:6][CH:7]=1. The yield is 0.230. (3) The reactants are [CH:1]1[C:13]2[CH:12]([CH2:14][O:15][C:16]([NH:18][C@@H:19]([C:29]([OH:31])=[O:30])[CH2:20][O:21][CH2:22][C:23]3[CH:28]=[CH:27][CH:26]=[CH:25][CH:24]=3)=[O:17])[C:11]3[C:6](=[CH:7][CH:8]=[CH:9][CH:10]=3)[C:5]=2[CH:4]=[CH:3][CH:2]=1.C(O[C:36]([CH3:39])([CH3:38])[CH3:37])(=O)C.S(=O)(=O)(O)O. The catalyst is ClCCl. The product is [C:36]([O:30][C:29](=[O:31])[C@@H:19]([CH2:20][O:21][CH2:22][C:23]1[CH:24]=[CH:25][CH:26]=[CH:27][CH:28]=1)[NH:18][C:16]([O:15][CH2:14][CH:12]1[C:13]2[CH:1]=[CH:2][CH:3]=[CH:4][C:5]=2[C:6]2[C:11]1=[CH:10][CH:9]=[CH:8][CH:7]=2)=[O:17])([CH3:39])([CH3:38])[CH3:37]. The yield is 0.770. (4) The reactants are [O:1]=[C:2]1[CH2:7][CH2:6][CH:5]([C:8]([O:10][CH2:11][CH3:12])=[O:9])[CH2:4][CH2:3]1.[CH2:13](O)[CH2:14][OH:15].C(O)(=O)C(O)=O.C(=O)([O-])O.[Na+]. The catalyst is C1(C)C=CC=CC=1. The product is [O:15]1[C:2]2([CH2:7][CH2:6][CH:5]([C:8]([O:10][CH2:11][CH3:12])=[O:9])[CH2:4][CH2:3]2)[O:1][CH2:13][CH2:14]1. The yield is 0.990. (5) The reactants are [NH2:1][C:2]1[N:10]=[C:9]2[C:5]([N:6]=[CH:7][N:8]2[CH2:11][C:12]2([O:15][CH2:16][P:17](=[O:20])([OH:19])[OH:18])[CH2:14][CH2:13]2)=[CH:4][N:3]=1.[N:21]1([C:27]([O:29][CH2:30]Cl)=[O:28])[CH2:26][CH2:25][O:24][CH2:23][CH2:22]1. The product is [N:21]1([C:27]([O:29][CH2:30][O:20][P:17]([CH2:16][O:15][C:12]2([CH2:11][N:8]3[CH:7]=[N:6][C:5]4[C:9]3=[N:10][C:2]([NH2:1])=[N:3][CH:4]=4)[CH2:13][CH2:14]2)(=[O:18])[O:19][CH2:30][O:29][C:27]([N:21]2[CH2:26][CH2:25][O:24][CH2:23][CH2:22]2)=[O:28])=[O:28])[CH2:26][CH2:25][O:24][CH2:23][CH2:22]1. The yield is 0.400. No catalyst specified.